Dataset: Full USPTO retrosynthesis dataset with 1.9M reactions from patents (1976-2016). Task: Predict the reactants needed to synthesize the given product. (1) Given the product [CH2:26]([N:33]1[CH2:34][CH2:35][O:36][CH:37]([C:39]2[CH:44]=[CH:43][C:42]([CH2:11][CH2:12][CH2:13][CH2:14][CH2:15][CH2:16][CH2:17][CH3:10])=[CH:41][CH:40]=2)[CH2:38]1)[C:27]1[CH:28]=[CH:29][CH:30]=[CH:31][CH:32]=1, predict the reactants needed to synthesize it. The reactants are: C=CCCCCCC.B1[CH:14]2[CH2:15][CH2:16][CH2:17][CH:10]1[CH2:11][CH2:12][CH2:13]2.[O-]P([O-])([O-])=O.[K+].[K+].[K+].[CH2:26]([N:33]1[CH2:38][CH:37]([C:39]2[CH:44]=[CH:43][C:42](Br)=[CH:41][CH:40]=2)[O:36][CH2:35][CH2:34]1)[C:27]1[CH:32]=[CH:31][CH:30]=[CH:29][CH:28]=1.C1(P(C2CCCCC2)C2C=CC=CC=2C2C(OC)=CC=CC=2OC)CCCCC1. (2) The reactants are: FC(F)(F)C(O)=O.C(OC([N:15]1[CH2:20][C:19](=[O:21])[NH:18][C:17]2[CH:22]=[C:23](/[CH:26]=[CH:27]/[C:28](=[O:42])[N:29]([CH3:41])[CH2:30][C:31]3[N:32]([CH3:40])[C:33]4[C:38]([CH:39]=3)=[CH:37][CH:36]=[CH:35][CH:34]=4)[CH:24]=[N:25][C:16]1=2)=O)(C)(C)C. Given the product [CH3:41][N:29]([CH2:30][C:31]1[N:32]([CH3:40])[C:33]2[C:38]([CH:39]=1)=[CH:37][CH:36]=[CH:35][CH:34]=2)[C:28](=[O:42])/[CH:27]=[CH:26]/[C:23]1[CH:24]=[N:25][C:16]2[NH:15][CH2:20][C:19](=[O:21])[NH:18][C:17]=2[CH:22]=1, predict the reactants needed to synthesize it. (3) Given the product [CH:48]1([CH2:56][C:13]([N:10]2[CH2:9][CH2:8][CH:7]([C@H:5]3[CH2:6][C@H:4]3[CH2:3][CH2:2][O:1][C:31]3[CH:32]=[CH:33][C:28]([N:23]4[CH:27]=[N:26][N:25]=[N:24]4)=[CH:29][CH:30]=3)[CH2:12][CH2:11]2)=[O:15])[CH2:49][CH2:50][CH2:51][CH2:52][CH2:53]1, predict the reactants needed to synthesize it. The reactants are: [OH:1][CH2:2][CH2:3][C@@H:4]1[CH2:6][C@@H:5]1[CH:7]1[CH2:12][CH2:11][N:10]([C:13]([O:15]CC2C=CC=CC=2)=O)[CH2:9][CH2:8]1.[N:23]1([C:28]2[CH:33]=[CH:32][C:31](O)=[CH:30][CH:29]=2)[CH:27]=[N:26][N:25]=[N:24]1.[C:48]1(P([C:48]2[CH:53]=[CH:52][CH:51]=[CH:50][CH:49]=2)[C:48]2[CH:53]=[CH:52][CH:51]=[CH:50][CH:49]=2)[CH:53]=[CH:52][CH:51]=[CH:50][CH:49]=1.N(C(OC(C)(C)C)=O)=N[C:56](OC(C)(C)C)=O. (4) Given the product [CH3:7][Si:8]([CH3:17])([CH3:16])[C@H:9]1[CH2:14][CH2:13][C@H:12]([OH:15])[CH2:11][CH2:10]1, predict the reactants needed to synthesize it. The reactants are: [H-].[H-].[H-].[H-].[Li+].[Al+3].[CH3:7][Si:8]([CH3:17])([CH3:16])[CH:9]1[CH2:14][CH2:13][C:12](=[O:15])[CH2:11][CH2:10]1.